This data is from Forward reaction prediction with 1.9M reactions from USPTO patents (1976-2016). The task is: Predict the product of the given reaction. (1) Given the reactants [C:1]([O:5][C:6](=[O:19])[CH:7]([N:12]=[CH:13][C:14]1[S:15][CH:16]=[CH:17][N:18]=1)[CH2:8][CH:9]([CH3:11])[CH3:10])([CH3:4])([CH3:3])[CH3:2].[C:20]([NH2:24])(=[O:23])[CH:21]=[CH2:22].[Br-].[Li+].C(N(CC)CC)C.[Cl-].[NH4+], predict the reaction product. The product is: [NH2:24][C:20]([C@@H:21]1[C@H:13]([C:14]2[S:15][CH:16]=[CH:17][N:18]=2)[NH:12][C@:7]([CH2:8][CH:9]([CH3:11])[CH3:10])([C:6]([O:5][C:1]([CH3:3])([CH3:4])[CH3:2])=[O:19])[CH2:22]1)=[O:23]. (2) Given the reactants [CH3:1][C:2]([NH2:14])([C:4]1[CH:5]=[N:6][C:7]([C:10]([F:13])([F:12])[F:11])=[CH:8][CH:9]=1)[CH3:3].O.[C:16]1([CH3:26])[CH:21]=[CH:20][C:19]([S:22]([OH:25])(=[O:24])=[O:23])=[CH:18][CH:17]=1, predict the reaction product. The product is: [C:16]1([CH3:26])[CH:17]=[CH:18][C:19]([S:22]([OH:25])(=[O:23])=[O:24])=[CH:20][CH:21]=1.[CH3:3][C:2]([NH2:14])([C:4]1[CH:5]=[N:6][C:7]([C:10]([F:12])([F:13])[F:11])=[CH:8][CH:9]=1)[CH3:1]. (3) Given the reactants [NH2:1][C:2]1[N:3]=[C:4]([NH:9][CH:10]2[CH2:15][CH2:14][CH2:13][N:12](C(OC(C)(C)C)=O)[CH2:11]2)[S:5][C:6]=1[C:7]#[N:8].[ClH:23], predict the reaction product. The product is: [ClH:23].[ClH:23].[NH2:1][C:2]1[N:3]=[C:4]([NH:9][CH:10]2[CH2:15][CH2:14][CH2:13][NH:12][CH2:11]2)[S:5][C:6]=1[C:7]#[N:8]. (4) Given the reactants C[C:2]1[CH:3]=[C:4]([OH:10])[C:5]([O:8][CH3:9])=[CH:6][CH:7]=1.[CH3:11][C:12]1[CH:13]=[C:14]([OH:18])[CH:15]=[CH:16][CH:17]=1.[CH3:19]CO[Si](OCC)(OCC)C, predict the reaction product. The product is: [OH:10][C:4]1[C:5]([O:8][CH3:9])=[CH:6][C:7]([CH3:19])=[CH:2][C:3]=1[C:17]1[CH:16]=[CH:15][C:14]([OH:18])=[CH:13][C:12]=1[CH3:11].